Dataset: Full USPTO retrosynthesis dataset with 1.9M reactions from patents (1976-2016). Task: Predict the reactants needed to synthesize the given product. (1) The reactants are: [CH2:1]([O:8][C:9]1[CH:14]=[C:13]([C:15]([O:17][CH2:18][CH3:19])=[O:16])[CH:12]=[C:11]([O:20]CC)[C:10]=1[C:23]1[CH:28]=[CH:27][C:26]([F:29])=[CH:25][CH:24]=1)[C:2]1C=CC=CC=1.[H][H]. Given the product [CH2:1]([O:8][C:9]1[CH:14]=[C:13]([C:15]([O:17][CH2:18][CH3:19])=[O:16])[CH:12]=[C:11]([OH:20])[C:10]=1[C:23]1[CH:24]=[CH:25][C:26]([F:29])=[CH:27][CH:28]=1)[CH3:2], predict the reactants needed to synthesize it. (2) Given the product [CH2:40]([O:47][C:48]1[CH:49]=[C:50]([CH:53]=[CH:54][CH:55]=1)[CH2:51][O:20][C:16]1[C:14]2[CH:15]=[C:11]([C:9]3[N:8]=[C:6]4[N:5]([CH:10]=3)[N:4]=[C:3]([O:2][CH3:1])[S:7]4)[O:12][C:13]=2[CH:19]=[CH:18][CH:17]=1)[C:41]1[CH:42]=[CH:43][CH:44]=[CH:45][CH:46]=1, predict the reactants needed to synthesize it. The reactants are: [CH3:1][O:2][C:3]1[S:7][C:6]2=[N:8][C:9]([C:11]3[O:12][C:13]4[C:14](=[C:16]([OH:20])[CH:17]=[CH:18][CH:19]=4)[CH:15]=3)=[CH:10][N:5]2[N:4]=1.C1(P(C2C=CC=CC=2)C2C=CC=CC=2)C=CC=CC=1.[CH2:40]([O:47][C:48]1[CH:49]=[C:50]([CH:53]=[CH:54][CH:55]=1)[CH2:51]O)[C:41]1[CH:46]=[CH:45][CH:44]=[CH:43][CH:42]=1.N(C(OC(C)C)=O)=NC(OC(C)C)=O. (3) Given the product [Cl:1][C:2]1[CH:7]=[CH:6][CH:5]=[C:4]([Cl:8])[C:3]=1[N:9]1[C:23](=[O:24])[CH2:22][C:21](=[O:26])[N:12]([C:13]2[C:14]([Cl:20])=[CH:15][CH:16]=[CH:17][C:18]=2[Cl:19])[C:10]1=[O:11], predict the reactants needed to synthesize it. The reactants are: [Cl:1][C:2]1[CH:7]=[CH:6][CH:5]=[C:4]([Cl:8])[C:3]=1[NH:9][C:10]([NH:12][C:13]1[C:18]([Cl:19])=[CH:17][CH:16]=[CH:15][C:14]=1[Cl:20])=[O:11].[C:21](Cl)(=[O:26])[CH2:22][C:23](Cl)=[O:24]. (4) Given the product [CH:21]1([C:15]2[N:14]=[CH:13][C:12]3[N:11]=[C:10]([CH:8]([NH2:7])[CH3:9])[N:18]([CH2:19][CH3:20])[C:17]=3[CH:16]=2)[CH2:23][CH2:22]1, predict the reactants needed to synthesize it. The reactants are: C(OC(=O)[NH:7][CH:8]([C:10](=O)[NH:11][C:12]1[CH:13]=[N:14][C:15]([CH:21]2[CH2:23][CH2:22]2)=[CH:16][C:17]=1[NH:18][CH2:19][CH3:20])[CH3:9])(C)(C)C.Cl. (5) The reactants are: [C:1]([Cl:4])(=[O:3])C.[CH2:5]([O:7][C:8](=[O:20])[C:9]1[CH:14]=[CH:13][C:12](OCS(C)=O)=[CH:11][CH:10]=1)[CH3:6]. Given the product [CH2:5]([O:7][C:8](=[O:20])[C:9]1[CH:14]=[CH:13][C:12]([O:3][CH2:1][Cl:4])=[CH:11][CH:10]=1)[CH3:6], predict the reactants needed to synthesize it.